From a dataset of Full USPTO retrosynthesis dataset with 1.9M reactions from patents (1976-2016). Predict the reactants needed to synthesize the given product. (1) The reactants are: [C:1]([CH2:4][C:5]1[CH:41]=[CH:40][C:8]([CH2:9][CH2:10][CH2:11][NH:12][C:13]2[CH:18]=[C:17]([O:19][CH3:20])[C:16]([O:21][CH3:22])=[CH:15][C:14]=2[C@@H:23]2[CH2:32][CH2:31][C:30]3[CH:29]=[C:28]([O:33]C(=O)C(C)(C)C)[CH:27]=[CH:26][C:25]=3[CH2:24]2)=[CH:7][CH:6]=1)(O)=O.[CH2:42]([NH:46][CH3:47])[CH2:43][CH2:44][CH3:45]. Given the product [CH2:42]([N:46]([CH3:47])[CH2:1][CH2:4][C:5]1[CH:6]=[CH:7][C:8]([CH2:9][CH2:10][CH2:11][NH:12][C:13]2[CH:18]=[C:17]([O:19][CH3:20])[C:16]([O:21][CH3:22])=[CH:15][C:14]=2[C@@H:23]2[CH2:32][CH2:31][C:30]3[CH:29]=[C:28]([OH:33])[CH:27]=[CH:26][C:25]=3[CH2:24]2)=[CH:40][CH:41]=1)[CH2:43][CH2:44][CH3:45], predict the reactants needed to synthesize it. (2) Given the product [CH3:38][O:39][C:40](=[O:41])[C:42]1[CH:49]=[CH:48][CH:47]=[C:44]([CH2:45][NH:46][C:6](=[O:8])[C:5]2[CH:9]=[CH:10][C:11]([O:12][CH3:13])=[C:3]([O:2][CH3:1])[CH:4]=2)[CH:43]=1, predict the reactants needed to synthesize it. The reactants are: [CH3:1][O:2][C:3]1[CH:4]=[C:5]([CH:9]=[CH:10][C:11]=1[O:12][CH3:13])[C:6]([OH:8])=O.C(Cl)CCl.C1C=CC2N(O)N=NC=2C=1.CCN(C(C)C)C(C)C.[Cl-].[CH3:38][O:39][C:40]([C:42]1[CH:43]=[C:44]([CH:47]=[CH:48][CH:49]=1)[CH2:45][NH3+:46])=[O:41]. (3) Given the product [F:8][C:7]1[CH:6]=[C:5]([NH2:9])[C:4]([NH2:10])=[CH:3][C:2]=1[CH2:12][C:13]([CH3:16])([CH3:15])[CH3:14], predict the reactants needed to synthesize it. The reactants are: Br[C:2]1[CH:3]=[C:4]([NH2:10])[C:5]([NH2:9])=[CH:6][C:7]=1[F:8].[Br-].[CH2:12]([Zn+])[C:13]([CH3:16])([CH3:15])[CH3:14].O1CCCC1. (4) Given the product [C:1]([O:5][C:6](=[O:21])[CH2:7][O:8][C:9]1[C:14]2[CH2:15][CH2:16][CH2:17][CH2:18][CH:19]([NH:20][S:36]([C:28]3[CH:29]=[C:30]([S:32]([CH3:35])(=[O:33])=[O:34])[CH:31]=[C:26]([S:23]([CH3:22])(=[O:25])=[O:24])[CH:27]=3)(=[O:37])=[O:38])[C:13]=2[CH:12]=[CH:11][CH:10]=1)([CH3:4])([CH3:2])[CH3:3], predict the reactants needed to synthesize it. The reactants are: [C:1]([O:5][C:6](=[O:21])[CH2:7][O:8][C:9]1[C:14]2[CH2:15][CH2:16][CH2:17][CH2:18][CH:19]([NH2:20])[C:13]=2[CH:12]=[CH:11][CH:10]=1)([CH3:4])([CH3:3])[CH3:2].[CH3:22][S:23]([C:26]1[CH:27]=[C:28]([S:36](Cl)(=[O:38])=[O:37])[CH:29]=[C:30]([S:32]([CH3:35])(=[O:34])=[O:33])[CH:31]=1)(=[O:25])=[O:24].C(N(C(C)C)CC)(C)C. (5) Given the product [CH2:18]([C:17]([C:14]1[CH:15]=[CH:16][C:11]([O:10][CH2:9][CH2:8][CH2:7][CH2:6][CH2:5][C:4]([OH:38])=[O:3])=[C:12]([CH3:37])[CH:13]=1)([C:20]1[CH:25]=[CH:24][C:23]([CH2:26][CH2:27][CH:28]([OH:33])[C:29]([CH3:31])([CH3:32])[CH3:30])=[C:22]([CH3:34])[CH:21]=1)[CH2:35][CH3:36])[CH3:19], predict the reactants needed to synthesize it. The reactants are: C([O:3][C:4](=[O:38])[CH2:5][CH2:6][CH2:7][CH2:8][CH2:9][O:10][C:11]1[CH:16]=[CH:15][C:14]([C:17]([CH2:35][CH3:36])([C:20]2[CH:25]=[CH:24][C:23]([CH2:26][CH2:27][CH:28]([OH:33])[C:29]([CH3:32])([CH3:31])[CH3:30])=[C:22]([CH3:34])[CH:21]=2)[CH2:18][CH3:19])=[CH:13][C:12]=1[CH3:37])C.[OH-].[K+].Cl. (6) Given the product [F:17][C:12]1[CH:13]=[CH:14][CH:15]=[CH:16][C:11]=1[N:9]([CH3:10])[C:7]([C:5]1[S:6][C:2]([C:20]2[CH:19]=[C:18]([CH3:27])[CH:23]=[CH:22][CH:21]=2)=[CH:3][CH:4]=1)=[O:8], predict the reactants needed to synthesize it. The reactants are: Br[C:2]1[S:6][C:5]([C:7]([N:9]([C:11]2[CH:16]=[CH:15][CH:14]=[CH:13][C:12]=2[F:17])[CH3:10])=[O:8])=[CH:4][CH:3]=1.[C:18]1([CH3:27])[CH:23]=[CH:22][CH:21]=[C:20](B(O)O)[CH:19]=1.